From a dataset of Full USPTO retrosynthesis dataset with 1.9M reactions from patents (1976-2016). Predict the reactants needed to synthesize the given product. (1) Given the product [CH3:16][O:15][C:12]1[N:13]=[C:14]2[C:9](=[CH:10][CH:11]=1)[N:8]=[CH:7][CH:6]=[C:5]2[C@@H:3]1[CH2:2][O:4]1, predict the reactants needed to synthesize it. The reactants are: Br[CH2:2][C@@H:3]([C:5]1[C:14]2[C:9](=[CH:10][CH:11]=[C:12]([O:15][CH3:16])[N:13]=2)[N:8]=[CH:7][CH:6]=1)[OH:4].C(=O)([O-])[O-].[K+].[K+]. (2) The reactants are: [Cl:1][C:2]1[CH:7]=[CH:6][C:5]([C:8]2[CH:13]=[CH:12][CH:11]=[CH:10][C:9]=2[CH2:14][C:15]2(O)[CH2:20][CH2:19][N:18]([C:21]([O:23][C:24]([CH3:27])([CH3:26])[CH3:25])=[O:22])[CH2:17][CH2:16]2)=[CH:4][CH:3]=1.C(N(S(F)(F)[F:35])CC)C. Given the product [Cl:1][C:2]1[CH:7]=[CH:6][C:5]([C:8]2[CH:13]=[CH:12][CH:11]=[CH:10][C:9]=2[CH2:14][C:15]2([F:35])[CH2:20][CH2:19][N:18]([C:21]([O:23][C:24]([CH3:27])([CH3:26])[CH3:25])=[O:22])[CH2:17][CH2:16]2)=[CH:4][CH:3]=1, predict the reactants needed to synthesize it. (3) The reactants are: C(O)(=O)CC.C[O:7][C:8](=[O:39])[CH:9]([NH:35][C:36](=[O:38])[CH3:37])[CH2:10][S:11][C:12]1[S:16][C:15]([NH:17][C:18]([NH:20][C:21]2[CH:26]=[CH:25][C:24]([CH3:27])=[CH:23][C:22]=2[C:28]([CH:30]2[CH2:34][CH2:33][CH2:32][CH2:31]2)=[O:29])=[O:19])=[N:14][CH:13]=1. Given the product [C:36]([NH:35][CH:9]([CH2:10][S:11][C:12]1[S:16][C:15]([NH:17][C:18]([NH:20][C:21]2[CH:26]=[CH:25][C:24]([CH3:27])=[CH:23][C:22]=2[C:28]([CH:30]2[CH2:31][CH2:32][CH2:33][CH2:34]2)=[O:29])=[O:19])=[N:14][CH:13]=1)[C:8]([OH:39])=[O:7])(=[O:38])[CH3:37], predict the reactants needed to synthesize it. (4) The reactants are: [NH:1]1[CH2:4][CH:3]([C:5]2[CH:27]=[CH:26][C:8]3[C:9]4[N:10]=[C:11]([C:17]5[N:18]([CH:23]([CH3:25])[CH3:24])[N:19]=[C:20]([CH3:22])[N:21]=5)[S:12][C:13]=4[CH2:14][CH2:15][O:16][C:7]=3[CH:6]=2)[CH2:2]1.C(N(CC)C(C)C)(C)C.O1CCCC1.[C:42](O)(=[O:46])[C@H:43]([CH3:45])[OH:44]. Given the product [OH:44][C@@H:43]([CH3:45])[C:42]([N:1]1[CH2:4][CH:3]([C:5]2[CH:27]=[CH:26][C:8]3[C:9]4[N:10]=[C:11]([C:17]5[N:18]([CH:23]([CH3:25])[CH3:24])[N:19]=[C:20]([CH3:22])[N:21]=5)[S:12][C:13]=4[CH2:14][CH2:15][O:16][C:7]=3[CH:6]=2)[CH2:2]1)=[O:46], predict the reactants needed to synthesize it. (5) Given the product [C:26]([N:2]1[CH2:7][CH2:6][CH2:5][CH:4]([N:8]2[C:12]3[CH:13]=[CH:14][CH:15]=[CH:16][C:11]=3[N:10]=[C:9]2[NH:17][C:18](=[O:25])[C:19]2[CH:24]=[CH:23][CH:22]=[N:21][CH:20]=2)[CH2:3]1)(=[O:29])[CH:27]=[CH2:28], predict the reactants needed to synthesize it. The reactants are: Cl.[NH:2]1[CH2:7][CH2:6][CH2:5][CH:4]([N:8]2[C:12]3[CH:13]=[CH:14][CH:15]=[CH:16][C:11]=3[N:10]=[C:9]2[NH:17][C:18](=[O:25])[C:19]2[CH:24]=[CH:23][CH:22]=[N:21][CH:20]=2)[CH2:3]1.[C:26](Cl)(=[O:29])[CH:27]=[CH2:28].C([O-])(O)=O.[Na+].C1CCN2C(=NCCC2)CC1. (6) Given the product [CH3:19][O:18][C:14]1[CH:15]=[C:16]2[C:11](=[C:12]([O:20][CH3:21])[CH:13]=1)[C:10](=[O:22])[NH:9][C:8]([C:6]1[N:7]=[C:2]([C:29]3[CH:30]=[CH:31][C:26]([C:25]([N:24]([CH3:42])[CH3:23])=[O:41])=[CH:27][CH:28]=3)[CH:3]=[CH:4][CH:5]=1)=[CH:17]2, predict the reactants needed to synthesize it. The reactants are: Br[C:2]1[N:7]=[C:6]([C:8]2[NH:9][C:10](=[O:22])[C:11]3[C:16]([CH:17]=2)=[CH:15][C:14]([O:18][CH3:19])=[CH:13][C:12]=3[O:20][CH3:21])[CH:5]=[CH:4][CH:3]=1.[CH3:23][N:24]([CH3:42])[C:25](=[O:41])[C:26]1[CH:31]=[CH:30][C:29](B2OC(C)(C)C(C)(C)O2)=[CH:28][CH:27]=1.C([O-])([O-])=O.[K+].[K+].CCO. (7) Given the product [CH2:12]([NH:16][C:2](=[O:3])[O:4][CH2:5][C:6]1[CH:11]=[CH:10][CH:9]=[CH:8][CH:7]=1)[CH2:13][CH:14]=[CH2:15], predict the reactants needed to synthesize it. The reactants are: Cl[C:2]([O:4][CH2:5][C:6]1[CH:11]=[CH:10][CH:9]=[CH:8][CH:7]=1)=[O:3].[CH2:12]([NH2:16])[CH2:13][CH:14]=[CH2:15].C(=O)(O)[O-].[Na+]. (8) Given the product [CH3:24][C:21]1([CH3:25])[CH2:22][CH2:23][C:18]([C:4]2[CH:3]=[C:2]([C:39]3([OH:42])[CH2:40][CH2:41][O:36][CH2:37][CH2:38]3)[CH:7]=[CH:6][C:5]=2[NH:8][C:9]([C:11]2[NH:15][C:14]([C:16]#[N:17])=[CH:13][N:12]=2)=[O:10])=[CH:19][CH2:20]1, predict the reactants needed to synthesize it. The reactants are: Br[C:2]1[CH:7]=[CH:6][C:5]([NH:8][C:9]([C:11]2[NH:12][CH:13]=[C:14]([C:16]#[N:17])[N:15]=2)=[O:10])=[C:4]([C:18]2[CH2:23][CH2:22][C:21]([CH3:25])([CH3:24])[CH2:20][CH:19]=2)[CH:3]=1.C([Mg]Cl)(C)C.[Li]C(C)(C)C.[O:36]1[CH2:41][CH2:40][C:39](=[O:42])[CH2:38][CH2:37]1. (9) Given the product [O:27]1[C:31]2[CH:32]=[CH:33][CH:34]=[CH:35][C:30]=2[C:29]([NH:36][C:37]([N:39]2[CH2:44][CH2:43][N:42]([C:2]3[S:6][N:5]=[C:4]([N:7]4[CH2:12][CH2:11][N:10]([C:13]([O:15][C:16]([CH3:19])([CH3:18])[CH3:17])=[O:14])[CH2:9][CH2:8]4)[N:3]=3)[CH2:41][CH2:40]2)=[O:38])=[N:28]1, predict the reactants needed to synthesize it. The reactants are: Cl[C:2]1[S:6][N:5]=[C:4]([N:7]2[CH2:12][CH2:11][N:10]([C:13]([O:15][C:16]([CH3:19])([CH3:18])[CH3:17])=[O:14])[CH2:9][CH2:8]2)[N:3]=1.FC(F)(F)C(O)=O.[O:27]1[C:31]2[CH:32]=[CH:33][CH:34]=[CH:35][C:30]=2[C:29]([NH:36][C:37]([N:39]2[CH2:44][CH2:43][NH:42][CH2:41][CH2:40]2)=[O:38])=[N:28]1.C(N(CC)CC)C.O. (10) Given the product [CH2:12]1[CH:13]2[CH2:18][CH:17]([OH:19])[CH:16]([OH:20])[CH:14]2[CH2:15][NH:11]1, predict the reactants needed to synthesize it. The reactants are: C(OC([N:11]1[CH2:15][CH:14]2[CH:16]([OH:20])[CH:17]([OH:19])[CH2:18][CH:13]2[CH2:12]1)=O)C1C=CC=CC=1.[H][H].